This data is from Full USPTO retrosynthesis dataset with 1.9M reactions from patents (1976-2016). The task is: Predict the reactants needed to synthesize the given product. (1) Given the product [Cl:8][C:4]1[CH:5]=[CH:6][CH:7]=[C:2]([Cl:1])[C:3]=1[C:9]1[C:18]2[O:17][CH:16]([CH2:19][O:20][S:34]([C:31]3[CH:32]=[CH:33][C:28]([CH3:38])=[CH:29][CH:30]=3)(=[O:36])=[O:35])[CH2:15][S:14][C:13]=2[CH:12]=[C:11]([F:21])[CH:10]=1, predict the reactants needed to synthesize it. The reactants are: [Cl:1][C:2]1[CH:7]=[CH:6][CH:5]=[C:4]([Cl:8])[C:3]=1[C:9]1[C:18]2[O:17][CH:16]([CH2:19][OH:20])[CH2:15][S:14][C:13]=2[CH:12]=[C:11]([F:21])[CH:10]=1.N1C=CC=CC=1.[C:28]1([CH3:38])[CH:33]=[CH:32][C:31]([S:34](Cl)(=[O:36])=[O:35])=[CH:30][CH:29]=1. (2) Given the product [Cl:1][C:2]1[CH:7]=[CH:6][C:5]([NH:8][C:9]2[N:13]([CH3:14])[C:12]3[CH:15]=[CH:16][C:17]([O:19][C:20]4([CH:26]5[CH2:37][CH2:38][NH:33][CH:34]([CH2:39][CH2:40][NH:41][CH:45]=[O:49])[CH2:35]5)[CH:25]=[CH:24][CH:23]=[CH:22][NH:21]4)=[CH:18][C:11]=3[N:10]=2)=[CH:4][C:3]=1[C:29]([F:32])([F:31])[F:30], predict the reactants needed to synthesize it. The reactants are: [Cl:1][C:2]1[CH:7]=[CH:6][C:5]([NH:8][C:9]2[N:13]([CH3:14])[C:12]3[CH:15]=[CH:16][C:17]([O:19][C:20]4([C:26](O)=O)[CH:25]=[CH:24][CH:23]=[CH:22][NH:21]4)=[CH:18][C:11]=3[N:10]=2)=[CH:4][C:3]=1[C:29]([F:32])([F:31])[F:30].[NH:33]1[CH2:38][CH2:37]C[CH2:35][CH:34]1[CH2:39][CH2:40][NH2:41].CN([C:45]([O:49]N1N=NC2C=CC=CC1=2)=[N+](C)C)C.F[P-](F)(F)(F)(F)F.C(N(CC)C(C)C)(C)C.